Dataset: Forward reaction prediction with 1.9M reactions from USPTO patents (1976-2016). Task: Predict the product of the given reaction. (1) The product is: [CH3:1][O:2][C:3]1[CH:8]=[CH:7][CH:6]=[CH:5][C:4]=1[N:9]1[CH2:15][CH2:14][CH2:13][CH2:12][C@H:11]([NH:16][C:17](=[O:23])[O:18][C:19]([CH3:20])([CH3:22])[CH3:21])[C:10]1=[O:24]. Given the reactants [CH3:1][O:2][C:3]1[CH:8]=[CH:7][CH:6]=[CH:5][C:4]=1[N:9]1[CH2:15][CH:14]=[CH:13][CH2:12][C@H:11]([NH:16][C:17](=[O:23])[O:18][C:19]([CH3:22])([CH3:21])[CH3:20])[C:10]1=[O:24], predict the reaction product. (2) Given the reactants [NH2:1][C:2]1[CH:9]=[CH:8][C:5]([C:6]#[N:7])=[CH:4][CH:3]=1.C(OCl)(C)(C)C.[CH3:16][S:17][CH2:18][C:19](OCC)=[O:20].C(N(CC)CC)C, predict the reaction product. The product is: [CH3:16][S:17][CH:18]1[C:9]2[C:2](=[CH:3][CH:4]=[C:5]([C:6]#[N:7])[CH:8]=2)[NH:1][C:19]1=[O:20]. (3) Given the reactants [I:1][C:2]1[C:10]2[C:5](=[CH:6][CH:7]=[C:8]([NH2:11])[CH:9]=2)[NH:4][N:3]=1.[CH:12]1([C:22]([OH:24])=O)[C:21]2[C:16](=[CH:17][CH:18]=[CH:19][CH:20]=2)[CH2:15][CH2:14][O:13]1.CN(C(ON1N=N[C:35]2[CH:36]=[CH:37][CH:38]=[CH:39][C:34]1=2)=[N+](C)C)C.[B-](F)(F)(F)F.CCN([CH:53]([CH3:55])C)C(C)C, predict the reaction product. The product is: [I:1][C:2]1[C:10]2[C:5](=[CH:6][CH:7]=[C:8]([NH:11][C:12]([CH:22]3[C:35]4[C:34](=[CH:39][CH:38]=[CH:37][CH:36]=4)[CH2:55][CH2:53][O:24]3)=[O:13])[CH:9]=2)[N:4]([C:22]([CH:12]2[C:21]3[C:16](=[CH:17][CH:18]=[CH:19][CH:20]=3)[CH2:15][CH2:14][O:13]2)=[O:24])[N:3]=1. (4) Given the reactants [C:1]1([CH3:7])[CH:6]=[CH:5][CH:4]=[CH:3][CH:2]=1.[CH:8]([CH:10]1[CH2:12][CH:11]1[C:13]([OH:15])=O)=O.[NH:16]1CCCCC1.C(OC)(OC)OC.[NH2:29]/[C:30](/[CH2:37][CH2:38][C:39]1[CH:44]=[CH:43][C:42]([C:45]([F:48])([F:47])[F:46])=[CH:41][CH:40]=1)=[CH:31]\[C:32]([O:34][CH2:35][CH3:36])=[O:33].[C:49]([C:51]1[C:57](=[O:58])[C:56](Cl)=[C:55](Cl)[C:53](=O)[C:52]=1C#N)#[N:50].FC(F)(F)C(OC1C(F)=C(F)C(F)=C(F)C=1F)=O, predict the reaction product. The product is: [CH2:7]([NH:16][C:13]([CH:11]1[CH2:12][CH:10]1[C:8]1[C:56]2[C:57](=[O:58])[N:50]3[C@H:53]([C:55]=2[N:29]=[C:30]([CH2:37][CH2:38][C:39]2[CH:40]=[CH:41][C:42]([C:45]([F:46])([F:47])[F:48])=[CH:43][CH:44]=2)[C:31]=1[C:32]([O:34][CH2:35][CH3:36])=[O:33])[CH2:52][CH2:51][CH2:49]3)=[O:15])[C:1]1[CH:6]=[CH:5][CH:4]=[CH:3][CH:2]=1. (5) Given the reactants [Cl:1][C:2]1[S:6][C:5]([C:7]([NH:9][CH2:10][C@H:11]([NH:23][S:24]([C:27]2[CH:32]=[CH:31][CH:30]=[C:29]([N:33]3[CH2:38][CH2:37][CH2:36][CH2:35][C:34]3=[O:39])[C:28]=2[O:40][CH:41]([F:43])[F:42])(=[O:26])=[O:25])[C:12]([N:14]2[CH2:19][CH2:18][CH:17]([C:20](O)=[O:21])[CH2:16][CH2:15]2)=[O:13])=[O:8])=[CH:4][CH:3]=1.CCN(C(C)C)C(C)C.CN(C(ON1N=NC2C=CC=CC1=2)=[N+](C)C)C.[B-](F)(F)(F)F.C1C=[N:79][C:78]2[N:81](O)N=N[C:77]=2C=1.ONC(=N)C, predict the reaction product. The product is: [F:42][CH:41]([F:43])[O:40][C:28]1[C:29]([N:33]2[CH2:38][CH2:37][CH2:36][CH2:35][C:34]2=[O:39])=[CH:30][CH:31]=[CH:32][C:27]=1[S:24]([NH:23][C@H:11]([C:12]([N:14]1[CH2:19][CH2:18][CH:17]([C:20]2[O:21][N:81]=[C:78]([CH3:77])[N:79]=2)[CH2:16][CH2:15]1)=[O:13])[CH2:10][NH:9][C:7]([C:5]1[S:6][C:2]([Cl:1])=[CH:3][CH:4]=1)=[O:8])(=[O:26])=[O:25]. (6) Given the reactants [CH3:1][O:2][C:3]1[CH:28]=[CH:27][C:6]([C:7]([NH:9][C:10]2[C:11]([NH:16][C:17](=[O:26])[C:18]3[CH:23]=[CH:22][C:21]([S:24][CH3:25])=[CH:20][CH:19]=3)=[CH:12][CH:13]=[CH:14][CH:15]=2)=[O:8])=[CH:5][CH:4]=1.ClC1C=C(C=CC=1)C(OO)=[O:34].[OH-].[Ca+2].[OH-], predict the reaction product. The product is: [CH3:1][O:2][C:3]1[CH:4]=[CH:5][C:6]([C:7]([NH:9][C:10]2[C:11]([NH:16][C:17](=[O:26])[C:18]3[CH:23]=[CH:22][C:21]([S:24]([CH3:25])=[O:34])=[CH:20][CH:19]=3)=[CH:12][CH:13]=[CH:14][CH:15]=2)=[O:8])=[CH:27][CH:28]=1. (7) Given the reactants [NH2:1][CH2:2][C:3]1[CH:8]=[CH:7][C:6]([CH:9]2[CH2:14][CH2:13][N:12]([C:15]([O:17][C:18]([CH3:21])([CH3:20])[CH3:19])=[O:16])[CH2:11][CH:10]2[O:22][CH2:23][C:24]2[CH:33]=[CH:32][C:31]3[C:26](=[CH:27][CH:28]=[CH:29][CH:30]=3)[CH:25]=2)=[CH:5][CH:4]=1.[C:34]1([CH2:40][C:41](Cl)=[O:42])[CH:39]=[CH:38][CH:37]=[CH:36][CH:35]=1, predict the reaction product. The product is: [CH:25]1[C:26]2[C:31](=[CH:30][CH:29]=[CH:28][CH:27]=2)[CH:32]=[CH:33][C:24]=1[CH2:23][O:22][CH:10]1[CH:9]([C:6]2[CH:7]=[CH:8][C:3]([CH2:2][NH:1][C:41](=[O:42])[CH2:40][C:34]3[CH:39]=[CH:38][CH:37]=[CH:36][CH:35]=3)=[CH:4][CH:5]=2)[CH2:14][CH2:13][N:12]([C:15]([O:17][C:18]([CH3:21])([CH3:19])[CH3:20])=[O:16])[CH2:11]1.